Dataset: Forward reaction prediction with 1.9M reactions from USPTO patents (1976-2016). Task: Predict the product of the given reaction. The product is: [F:19][C:12]1[CH:13]=[CH:14][CH:15]=[C:16]2[C:11]=1[NH:10][C:9](=[O:20])[N:8]([C:4]1[CH:5]=[CH:6][CH:7]=[C:2]([B:25]3[O:26][C:27]([CH3:29])([CH3:28])[C:23]([CH3:39])([CH3:22])[O:24]3)[C:3]=1[CH3:21])[C:17]2=[O:18]. Given the reactants Br[C:2]1[C:3]([CH3:21])=[C:4]([N:8]2[C:17](=[O:18])[C:16]3[C:11](=[C:12]([F:19])[CH:13]=[CH:14][CH:15]=3)[NH:10][C:9]2=[O:20])[CH:5]=[CH:6][CH:7]=1.[CH3:22][C:23]1([CH3:39])[C:27]([CH3:29])([CH3:28])[O:26][B:25]([B:25]2[O:26][C:27]([CH3:29])([CH3:28])[C:23]([CH3:39])([CH3:22])[O:24]2)[O:24]1.C([O-])(=O)C.[K+], predict the reaction product.